Predict the product of the given reaction. From a dataset of Forward reaction prediction with 1.9M reactions from USPTO patents (1976-2016). (1) Given the reactants [CH3:1][C:2]([O:5][C:6]([NH:8][C@@H:9]([C:11]([OH:13])=O)[CH3:10])=[O:7])([CH3:4])[CH3:3].CCN(C(C)C)C(C)C.CN(C(ON1N=NC2C=CC=NC1=2)=[N+](C)C)C.F[P-](F)(F)(F)(F)F.[CH3:47][C:48]1([CH3:65])[C:52]2[C:53]([O:57][C:58]3[N:63]=[CH:62][C:61]([NH2:64])=[CH:60][CH:59]=3)=[CH:54][CH:55]=[CH:56][C:51]=2[O:50][CH2:49]1, predict the reaction product. The product is: [CH3:47][C:48]1([CH3:65])[C:52]2[C:53]([O:57][C:58]3[N:63]=[CH:62][C:61]([NH:64][C:11](=[O:13])[C@H:9]([NH:8][C:6](=[O:7])[O:5][C:2]([CH3:1])([CH3:3])[CH3:4])[CH3:10])=[CH:60][CH:59]=3)=[CH:54][CH:55]=[CH:56][C:51]=2[O:50][CH2:49]1. (2) Given the reactants [F:1][C:2]1[CH:8]=[CH:7][C:5]([NH2:6])=[CH:4][CH:3]=1.[C:9]12[C:15](=[CH:16][CH:17]=[CH:18][CH:19]=1)[NH:14]C(=O)O[C:10]2=[O:11], predict the reaction product. The product is: [NH2:14][C:15]1[CH:16]=[CH:17][CH:18]=[CH:19][C:9]=1[C:10]([NH:6][C:5]1[CH:7]=[CH:8][C:2]([F:1])=[CH:3][CH:4]=1)=[O:11]. (3) Given the reactants C(OC(=O)[NH:7][CH:8]([CH3:29])[C:9](=[O:28])[NH:10][C:11]1[N:12]=[C:13]([C:21]#[C:22][C:23]2[N:24]=[CH:25][S:26][CH:27]=2)[C:14]2[C:19]([CH:20]=1)=[CH:18][CH:17]=[CH:16][CH:15]=2)(C)(C)C.C(Cl)Cl.C(O)(C(F)(F)F)=O, predict the reaction product. The product is: [NH2:7][CH:8]([CH3:29])[C:9]([NH:10][C:11]1[N:12]=[C:13]([C:21]#[C:22][C:23]2[N:24]=[CH:25][S:26][CH:27]=2)[C:14]2[C:19]([CH:20]=1)=[CH:18][CH:17]=[CH:16][CH:15]=2)=[O:28]. (4) Given the reactants C[O:2][CH:3]1[CH:7]=[CH:6][CH:5](OC)O1.[CH2:10]([NH2:17])[C:11]1[CH:16]=[CH:15][CH:14]=[CH:13][CH:12]=1.Cl.C([O-])(O)=O.[Na+], predict the reaction product. The product is: [CH2:10]([N:17]1[CH2:5][CH:6]=[CH:7][C:3]1=[O:2])[C:11]1[CH:16]=[CH:15][CH:14]=[CH:13][CH:12]=1. (5) Given the reactants [CH:1]1([CH2:4][O:5][C:6]2[CH:14]=[CH:13][C:9]3[O:10][CH2:11][O:12][C:8]=3[C:7]=2[C:15]2[C:16]3[NH:23][CH:22]=[C:21]([C:24]([OH:26])=O)[C:17]=3[N:18]=[CH:19][N:20]=2)[CH2:3][CH2:2]1.[CH:27]1[N:31]=[CH:30][N:29](C([N:29]2[CH:30]=[N:31][CH:27]=[CH:28]2)=O)[CH:28]=1, predict the reaction product. The product is: [CH:1]1([CH2:4][O:5][C:6]2[CH:14]=[CH:13][C:9]3[O:10][CH2:11][O:12][C:8]=3[C:7]=2[C:15]2[C:16]3[NH:23][CH:22]=[C:21]([C:24]([N:29]4[CH:28]=[CH:27][N:31]=[CH:30]4)=[O:26])[C:17]=3[N:18]=[CH:19][N:20]=2)[CH2:2][CH2:3]1.